This data is from Forward reaction prediction with 1.9M reactions from USPTO patents (1976-2016). The task is: Predict the product of the given reaction. (1) Given the reactants [F:1][C:2]1[C:3]([C:31]2[CH:37]=[CH:36][C:34]([NH2:35])=[C:33]([O:38][CH3:39])[CH:32]=2)=[C:4]2[C:14]3[C:9](=[CH:10][N:11]=[C:12]([C:15]4[CH:16]=[N:17][CH:18]=[CH:19][CH:20]=4)[CH:13]=3)[N:8]([S:21]([C:24]3[CH:29]=[CH:28][C:27]([CH3:30])=[CH:26][CH:25]=3)(=[O:23])=[O:22])[C:5]2=[N:6][CH:7]=1.O1CCCC1.ClCCl.[CH3:48][S:49](Cl)(=[O:51])=[O:50], predict the reaction product. The product is: [F:1][C:2]1[C:3]([C:31]2[CH:37]=[CH:36][C:34]([NH:35][S:49]([CH3:48])(=[O:51])=[O:50])=[C:33]([O:38][CH3:39])[CH:32]=2)=[C:4]2[C:14]3[C:9](=[CH:10][N:11]=[C:12]([C:15]4[CH:16]=[N:17][CH:18]=[CH:19][CH:20]=4)[CH:13]=3)[N:8]([S:21]([C:24]3[CH:25]=[CH:26][C:27]([CH3:30])=[CH:28][CH:29]=3)(=[O:23])=[O:22])[C:5]2=[N:6][CH:7]=1. (2) Given the reactants [Br:1]Br.[C:3]([C:7]1[CH:15]=[C:14]2[C:10]([CH2:11][CH:12]([CH3:17])[C:13]2=[O:16])=[CH:9][C:8]=1[O:18][CH3:19])([CH3:6])([CH3:5])[CH3:4].CC([O-])=O.[Na+], predict the reaction product. The product is: [Br:1][C:9]1[C:8]([O:18][CH3:19])=[C:7]([C:3]([CH3:4])([CH3:6])[CH3:5])[CH:15]=[C:14]2[C:10]=1[CH2:11][CH:12]([CH3:17])[C:13]2=[O:16].